Dataset: NCI-60 drug combinations with 297,098 pairs across 59 cell lines. Task: Regression. Given two drug SMILES strings and cell line genomic features, predict the synergy score measuring deviation from expected non-interaction effect. (1) Drug 1: C(CC(=O)O)C(=O)CN.Cl. Drug 2: C1CC(=O)NC(=O)C1N2C(=O)C3=CC=CC=C3C2=O. Cell line: KM12. Synergy scores: CSS=5.75, Synergy_ZIP=-3.19, Synergy_Bliss=-3.45, Synergy_Loewe=-2.85, Synergy_HSA=-2.83. (2) Drug 1: CS(=O)(=O)C1=CC(=C(C=C1)C(=O)NC2=CC(=C(C=C2)Cl)C3=CC=CC=N3)Cl. Drug 2: C1C(C(OC1N2C=C(C(=O)NC2=O)F)CO)O. Cell line: UACC62. Synergy scores: CSS=30.2, Synergy_ZIP=5.66, Synergy_Bliss=6.02, Synergy_Loewe=-11.3, Synergy_HSA=5.99.